Dataset: Full USPTO retrosynthesis dataset with 1.9M reactions from patents (1976-2016). Task: Predict the reactants needed to synthesize the given product. (1) Given the product [C:18]([C:17]1[CH:20]=[CH:21][C:14]([CH2:13][NH:12][C:5](=[O:7])[C:4]2[CH:8]=[CH:9][N:10]=[C:2]([CH3:1])[CH:3]=2)=[C:15]([OH:22])[CH:16]=1)#[N:19], predict the reactants needed to synthesize it. The reactants are: [CH3:1][C:2]1[CH:3]=[C:4]([CH:8]=[CH:9][N:10]=1)[C:5]([OH:7])=O.Cl.[NH2:12][CH2:13][C:14]1[CH:21]=[CH:20][C:17]([C:18]#[N:19])=[CH:16][C:15]=1[OH:22]. (2) The reactants are: [C:1]([O:5][C:6](=[O:19])[NH:7][C:8]1[CH:9]=[C:10]2[C:14](=[CH:15][CH:16]=1)[CH2:13][C@H:12]([CH2:17][OH:18])[CH2:11]2)([CH3:4])([CH3:3])[CH3:2].[C:20]1([CH3:30])[CH:25]=[CH:24][C:23]([S:26](Cl)(=[O:28])=[O:27])=[CH:22][CH:21]=1. Given the product [C:1]([O:5][C:6]([NH:7][C:8]1[CH:9]=[C:10]2[C:14](=[CH:15][CH:16]=1)[CH2:13][C@H:12]([CH2:17][O:18][S:26]([C:23]1[CH:24]=[CH:25][C:20]([CH3:30])=[CH:21][CH:22]=1)(=[O:28])=[O:27])[CH2:11]2)=[O:19])([CH3:4])([CH3:2])[CH3:3], predict the reactants needed to synthesize it. (3) Given the product [OH:15][CH:13]([C:3]1[O:4][C:5](=[O:12])[C:6]2[C:11]([C:2]=1[C:26]1[S:30][CH:29]=[N:28][CH:27]=1)=[CH:10][CH:9]=[CH:8][CH:7]=2)[CH3:14], predict the reactants needed to synthesize it. The reactants are: Br[C:2]1[C:11]2[C:6](=[CH:7][CH:8]=[CH:9][CH:10]=2)[C:5](=[O:12])[O:4][C:3]=1[CH:13]([OH:15])[CH3:14].CN1CC(=O)OB([C:26]2[S:30][CH:29]=[N:28][CH:27]=2)OC(=O)C1.C([O-])([O-])=O.[Cs+].[Cs+]. (4) Given the product [CH2:1]([N:8]1[C:16]2[C:11](=[N:12][C:13]([N:23]([C:32]([O:34][C:35]([CH3:38])([CH3:37])[CH3:36])=[O:33])[NH:24][C:25]([O:27][C:28]([CH3:29])([CH3:30])[CH3:31])=[O:26])=[CH:14][CH:15]=2)[CH:10]=[C:9]1[C:18]1[O:19][CH:20]=[CH:21][N:22]=1)[C:2]1[CH:7]=[CH:6][CH:5]=[CH:4][CH:3]=1, predict the reactants needed to synthesize it. The reactants are: [CH2:1]([N:8]1[C:16]2[C:11](=[N:12][C:13](Cl)=[CH:14][CH:15]=2)[CH:10]=[C:9]1[C:18]1[O:19][CH:20]=[CH:21][N:22]=1)[C:2]1[CH:7]=[CH:6][CH:5]=[CH:4][CH:3]=1.[NH:23]([C:32]([O:34][C:35]([CH3:38])([CH3:37])[CH3:36])=[O:33])[NH:24][C:25]([O:27][C:28]([CH3:31])([CH3:30])[CH3:29])=[O:26].C([O-])([O-])=O.[Cs+].[Cs+]. (5) Given the product [S:9]1[CH:10]=[C:6]([C:20]2[N:21]=[C:22]([O:29][C:30]3[CH:35]=[CH:34][C:33]([CH2:36][C:37]([O:39][CH3:40])=[O:38])=[CH:32][CH:31]=3)[C:23]3[CH2:28][CH2:27][CH2:26][C:24]=3[N:25]=2)[N:7]=[CH:8]1, predict the reactants needed to synthesize it. The reactants are: C([Sn](CCCC)(CCCC)[C:6]1[N:7]=[CH:8][S:9][CH:10]=1)CCC.Cl[C:20]1[N:21]=[C:22]([O:29][C:30]2[CH:35]=[CH:34][C:33]([CH2:36][C:37]([O:39][CH3:40])=[O:38])=[CH:32][CH:31]=2)[C:23]2[CH2:28][CH2:27][CH2:26][C:24]=2[N:25]=1. (6) Given the product [C:1]([NH:4][C@H:5]1[C@H:11]([C@@H:10]([C@@H:9]([CH2:14][OH:15])[OH:8])[OH:13])[O:12][C:17]([OH:18])([C:16](=[O:21])[OH:20])[CH2:19][C@@H:6]1[OH:7])(=[O:3])[CH3:2], predict the reactants needed to synthesize it. The reactants are: [C:1]([NH:4][C@H:5]1[C@@H:11]([OH:12])[C@H:10]([OH:13])[C@@H:9]([CH2:14][OH:15])[O:8][CH:6]1[OH:7])(=[O:3])[CH3:2].[C:16]([OH:21])(=[O:20])[C:17]([CH3:19])=[O:18].